From a dataset of Reaction yield outcomes from USPTO patents with 853,638 reactions. Predict the reaction yield, written as a fraction of the theoretical maximum amount of product (1.0 means a 100% yield; for example, 0.34 means a 34% yield). (1) The reactants are [Cl:1][C:2]1[CH:3]=[C:4]([C:12]2[N:16]=[C:15]([C:17]3[CH:18]=[C:19]4[C:23](=[CH:24][CH:25]=3)[CH2:22][NH:21][CH2:20]4)[O:14][N:13]=2)[CH:5]=[CH:6][C:7]=1[O:8][CH:9]([CH3:11])[CH3:10].[C:26]([O:30][CH3:31])(=[O:29])[CH:27]=[CH2:28]. The catalyst is CO. The product is [Cl:1][C:2]1[CH:3]=[C:4]([C:12]2[N:16]=[C:15]([C:17]3[CH:18]=[C:19]4[C:23](=[CH:24][CH:25]=3)[CH2:22][N:21]([CH2:28][CH2:27][C:26]([O:30][CH3:31])=[O:29])[CH2:20]4)[O:14][N:13]=2)[CH:5]=[CH:6][C:7]=1[O:8][CH:9]([CH3:11])[CH3:10]. The yield is 1.04. (2) The reactants are [NH2:1][CH2:2][CH2:3][CH2:4][OH:5].C(N(CC)CC)C.[C:13](Cl)([O:15][CH2:16][C:17]1[CH:22]=[CH:21][CH:20]=[CH:19][CH:18]=1)=[O:14]. The catalyst is C(Cl)Cl.C(OCC)C.O. The product is [OH:5][CH2:4][CH2:3][CH2:2][NH:1][C:13](=[O:14])[O:15][CH2:16][C:17]1[CH:22]=[CH:21][CH:20]=[CH:19][CH:18]=1. The yield is 0.950. (3) The reactants are [F:1][C:2]1[CH:7]=[CH:6][C:5]([N:8]2[CH2:13][CH2:12][N:11]([S:14](/[CH:17]=[CH:18]/[C:19]#[C:20][CH2:21][C:22]3[CH:27]=[CH:26][CH:25]=[CH:24][CH:23]=3)(=[O:16])=[O:15])[CH2:10][CH2:9]2)=[CH:4][CH:3]=1.[NH2:28][OH:29]. The catalyst is C1COCC1.CCOC(C)=O. The product is [F:1][C:2]1[CH:3]=[CH:4][C:5]([N:8]2[CH2:13][CH2:12][N:11]([S:14]([CH2:17][CH:18]([NH:28][OH:29])[C:19]#[C:20][CH2:21][C:22]3[CH:23]=[CH:24][CH:25]=[CH:26][CH:27]=3)(=[O:16])=[O:15])[CH2:10][CH2:9]2)=[CH:6][CH:7]=1. The yield is 0.300. (4) The reactants are C[O:2][C:3](=[O:46])[C:4]1[CH:9]=[CH:8][CH:7]=[CH:6][C:5]=1[O:10][C:11]1[CH:16]=[CH:15][CH:14]=[C:13]([O:17][CH2:18][CH2:19][CH2:20][O:21][C:22]2[CH:27]=[C:26]([O:28]CC3C=CC=CC=3)[C:25]([C:36]3[O:40][N:39]=[CH:38][CH:37]=3)=[CH:24][C:23]=2[CH2:41][CH3:42])[C:12]=1[CH2:43][CH2:44][CH3:45].B(F)(F)F.CCOCC. The catalyst is C(S)C.C(OCC)C.O. The product is [CH2:41]([C:23]1[CH:24]=[C:25]([C:36]2[O:40][N:39]=[CH:38][CH:37]=2)[C:26]([OH:28])=[CH:27][C:22]=1[O:21][CH2:20][CH2:19][CH2:18][O:17][C:13]1[C:12]([CH2:43][CH2:44][CH3:45])=[C:11]([CH:16]=[CH:15][CH:14]=1)[O:10][C:5]1[CH:6]=[CH:7][CH:8]=[CH:9][C:4]=1[C:3]([OH:46])=[O:2])[CH3:42]. The yield is 0.610.